This data is from Full USPTO retrosynthesis dataset with 1.9M reactions from patents (1976-2016). The task is: Predict the reactants needed to synthesize the given product. (1) Given the product [Br:4][C:5]1[C:14]([O:15][CH3:16])=[CH:13][C:8]([CH2:9][OH:10])=[CH:7][C:6]=1[O:17][CH3:18], predict the reactants needed to synthesize it. The reactants are: [Cl-].[Ca+2].[Cl-].[Br:4][C:5]1[C:14]([O:15][CH3:16])=[CH:13][C:8]([C:9](OC)=[O:10])=[CH:7][C:6]=1[O:17][CH3:18].[BH4-].[Na+].Cl. (2) Given the product [Cl:21][C:17]1[CH:16]=[C:15]2[C:20](=[CH:19][CH:18]=1)[NH:12][C:13]([C:22]([CH:24]([CH2:36][CH2:37][CH3:38])[CH2:25][C:26]1[CH:35]=[CH:34][C:29]([C:30]([O:32][CH3:33])=[O:31])=[CH:28][CH:27]=1)=[O:23])=[CH:14]2, predict the reactants needed to synthesize it. The reactants are: [Al+3].[Cl-].[Cl-].[Cl-].C([N:12]1[C:20]2[C:15](=[CH:16][C:17]([Cl:21])=[CH:18][CH:19]=2)[CH:14]=[C:13]1[C:22]([CH:24]([CH2:36][CH2:37][CH3:38])[CH2:25][C:26]1[CH:35]=[CH:34][C:29]([C:30]([O:32][CH3:33])=[O:31])=[CH:28][CH:27]=1)=[O:23])C1C=CC=CC=1. (3) Given the product [Cl:1][C:2]1[N:3]=[C:4]([O:33][C:29]2[CH:28]=[C:27]([NH:26][C:25](=[O:34])[O:24][C:20]([CH3:22])([CH3:21])[CH3:23])[CH:32]=[CH:31][CH:30]=2)[C:5]2[CH:10]=[CH:9][N:8]([CH2:11][O:12][CH2:13][CH2:14][Si:15]([CH3:18])([CH3:17])[CH3:16])[C:6]=2[N:7]=1, predict the reactants needed to synthesize it. The reactants are: [Cl:1][C:2]1[N:3]=[C:4](Cl)[C:5]2[CH:10]=[CH:9][N:8]([CH2:11][O:12][CH2:13][CH2:14][Si:15]([CH3:18])([CH3:17])[CH3:16])[C:6]=2[N:7]=1.[C:20]([O:24][C:25](=[O:34])[NH:26][C:27]1[CH:32]=[CH:31][CH:30]=[C:29]([OH:33])[CH:28]=1)([CH3:23])([CH3:22])[CH3:21].C([O-])([O-])=O.[K+].[K+].CCOC(C)=O. (4) Given the product [CH2:1]([N:10]1[CH2:15][CH2:14][O:13][CH2:12][CH2:11]1)[CH2:2][C:3]#[CH:4], predict the reactants needed to synthesize it. The reactants are: [CH2:1](OS(C)(=O)=O)[CH2:2][C:3]#[CH:4].[NH:10]1[CH2:15][CH2:14][O:13][CH2:12][CH2:11]1. (5) The reactants are: [F:1][C:2]1[CH:10]=[CH:9][CH:8]=[C:7]2[C:3]=1[CH:4]=[CH:5][NH:6]2.[C:11](Cl)(=[O:15])[C:12]([Cl:14])=[O:13]. Given the product [F:1][C:2]1[CH:10]=[CH:9][CH:8]=[C:7]2[C:3]=1[C:4]([C:11](=[O:15])[C:12]([Cl:14])=[O:13])=[CH:5][NH:6]2, predict the reactants needed to synthesize it. (6) Given the product [C:66]1([CH:72]([NH:75][C:30]([C:26]2[CH:25]=[C:24]3[C:29](=[CH:28][CH:27]=2)[N:21]([CH2:20][C:17]2[CH:16]=[CH:15][C:14]([C:9]4[C:8]([C:6]([O:5][C:1]([CH3:4])([CH3:3])[CH3:2])=[O:7])=[CH:13][CH:12]=[CH:11][CH:10]=4)=[CH:19][CH:18]=2)[N:22]=[CH:23]3)=[O:31])[CH2:73][CH3:74])[CH:71]=[CH:70][CH:69]=[CH:68][CH:67]=1, predict the reactants needed to synthesize it. The reactants are: [C:1]([O:5][C:6]([C:8]1[CH:13]=[CH:12][CH:11]=[CH:10][C:9]=1[C:14]1[CH:19]=[CH:18][C:17]([CH2:20][N:21]2[C:29]3[C:24](=[CH:25][C:26]([C:30](O)=[O:31])=[CH:27][CH:28]=3)[CH:23]=[N:22]2)=[CH:16][CH:15]=1)=[O:7])([CH3:4])([CH3:3])[CH3:2].CCN(C(C)C)C(C)C.CN(C(ON1N=NC2C=CC=NC1=2)=[N+](C)C)C.F[P-](F)(F)(F)(F)F.[C:66]1([CH:72]([NH2:75])[CH2:73][CH3:74])[CH:71]=[CH:70][CH:69]=[CH:68][CH:67]=1. (7) The reactants are: C([O:3][C:4](=[O:31])[CH2:5][NH:6][S:7]([C:10]1[S:14][C:13]([NH:15][C:16]([N:18]([CH2:26][CH2:27][CH:28]([CH3:30])[CH3:29])[C@H:19]2[CH2:24][CH2:23][C@H:22]([CH3:25])[CH2:21][CH2:20]2)=[O:17])=[N:12][CH:11]=1)(=[O:9])=[O:8])C.[OH-].[Na+]. Given the product [CH3:29][CH:28]([CH3:30])[CH2:27][CH2:26][N:18]([CH:19]1[CH2:24][CH2:23][CH:22]([CH3:25])[CH2:21][CH2:20]1)[C:16](=[O:17])[NH:15][C:13]1[S:14][C:10]([S:7]([NH:6][CH2:5][C:4]([OH:31])=[O:3])(=[O:8])=[O:9])=[CH:11][N:12]=1, predict the reactants needed to synthesize it.